Task: Binary Classification. Given a miRNA mature sequence and a target amino acid sequence, predict their likelihood of interaction.. Dataset: Experimentally validated miRNA-target interactions with 360,000+ pairs, plus equal number of negative samples (1) The miRNA is hsa-miR-6499-5p with sequence UCGGGCGCAAGAGCACUGCAGU. The protein sequence of the target gene is MDSDASLVSSRPSSPEPDDLFLPARSKGGSSSGFTGGTVSSSTPSDCPPELSSELRGAMGASGAHPGDKLGGGGFKSSSSSTSSSTSSAATSSTKKDKKQMTEPELQQLRLKINSRERKRMHDLNIAMDGLREVMPYAHGPSVRKLSKIATLLLARNYILMLTNSLEEMKRLVSEIYGGHHAGFHPSACGGLAHSAPLPTATAHPAAAAHAAHHPAVHHPILPPAAAAAAAAAAAAAVSSASLPGSGLSSVGSIRPPHGLLKSPSAAAAAPLGGGGGGSGGSGGFQHWGGMPCPCSMCQV.... Result: 0 (no interaction). (2) The miRNA is hsa-miR-4680-3p with sequence UCUGAAUUGUAAGAGUUGUUA. The protein sequence of the target gene is MFARGLKRKCVGHEEDVEGALAGLKTVSSYSLQRQSLLDMSLVKLQLCHMLVEPNLCRSVLIANTVRQIQEEMTQDGTWRTVAPQAAERAPLDRLVSTEILCRAAWGQEGAHPAPGLGDGHTQGPVSDLCPVTSAQAPRHLQSSAWEMDGPRENRGSFHKSLDQIFETLETKNPSCMEELFSDVDSPYYDLDTVLTGMMGGARPGPCEGLEGLAPATPGPSSSCKSDLGELDHVVEILVET. Result: 1 (interaction). (3) The miRNA is hsa-miR-3124-3p with sequence ACUUUCCUCACUCCCGUGAAGU. The protein sequence of the target gene is MSRRLLPRAEKRRRRLEQRQQPDEQRRRSGAMVKMAAAGGGGGGGRYYGGGSEGGRAPKRLKTDNAGDQHGGGGGGGGGAGAAGGGGGGENYDDPHKTPASPVVHIRGLIDGVVEADLVEALQEFGPISYVVVMPKKRQALVEFEDVLGACNAVNYAADNQIYIAGHPAFVNYSTSQKISRPGDSDDSRSVNSVLLFTILNPIYSITTDVLYTICNPCGPVQRIVIFRKNGVQAMVEFDSVQSAQRAKASLNGADIYSGCCTLKIEYAKPTRLNVFKNDQDTWDYTNPNLSGQGDPGSNP.... Result: 0 (no interaction). (4) The miRNA is mmu-miR-509-5p with sequence UACUCCAGAAUGUGGCAAUCAU. The protein sequence of the target gene is MDADKEKDLQKFLKNVDEISNLIQEMNSDDPVVQQKAVLETEKRLLLMEEDQEEDECRTTLNKTMISPPQTAMKSAEEINSEAFLASVEKDAKERAKRRRENKVLADALKEKGNEAFAEGNYETAILRYSEGLEKLKDMKVLYTNRAQAYMKLEDYEKALVDCEWALKCDEKCTKAYFHMGKANLALKNYSVSRECYKKILEINPKLQTQVKGYLNQVDLQEKADLQEKEAHELLDSGKNTAVTTKNLLETLSKPDQIPLFYAGGIEILTEMINECTEQTLFRMHNGFSIISDNEVIRRC.... Result: 0 (no interaction). (5) The miRNA is hsa-miR-19b-3p with sequence UGUGCAAAUCCAUGCAAAACUGA. The protein sequence of the target gene is MFRYESLEDCPLDEDEDAFQGLGEEDEEIDQFNDDTFGSGAVDDDWQEAHERLAELEEKLPVAVNEQTGNGERDEMDLLGDHEENLAERLSKMVIENELEDPAIMRAVQTRPVLQPQPGSLNSSIWDGSEVLRRIRGPLLAQEMPTVSVLEYALPQRPPQGPEDDRDLSERALPRRSTSPIIGSPPVRAVPIGTPPKQMAVPSFTQQILCPKPVHVRPPMPPRYPAPYGERMSPNQLCSVPNSSLLGHPFPPSVPPVLSPLQRAQLLGGAQLQPGRMSPSQFARVPGFVGSPLAAMNPKL.... Result: 1 (interaction). (6) The miRNA is hsa-miR-1915-5p with sequence ACCUUGCCUUGCUGCCCGGGCC. The protein sequence of the target gene is MAGLNSLEAVKRKIQALQQQADEAEDRAQGLQRELDGERERREKAEGDVAALNRRIQLVEEELDRAQERLATALQKLEEAEKAADESERGMKVIENRAMKDEEKMEIQEMQLKEAKHIAEEADRKYEEVARKLVILEGELERAEERAEVSELKCGDLEEELKNVTNNLKSLEAASEKYSEKEDKYEEEIKLLSDKLKEAETRAEFAERTVAKLEKTIDDLEEKLAQAKEENVGLHQTLDQTLNELNCI. Result: 0 (no interaction). (7) The miRNA is hsa-miR-6080 with sequence UCUAGUGCGGGCGUUCCCG. The protein sequence of the target gene is MLGWIKRLIRMVFQQVGVSMQSVLWSRKPYGSSRSIVRKIGTNLSLIQCPRVQFQINSHATEWSPSHPGEDAVASFADVGWVAKEEGECSARLRTEVRSRPPLQDDLLFFEKAPSRQISLPDLSQEEPQLKTPALANEEALQKICALENELAALRAQIAKIVTQQEQQNLTAGDLDSTTFGTIPPHPPPPPPPLPPPALGLHQSTSAVDLIKERREKRANAGKTLVKNNPKKPEMPNMLEILKEMNSVKLRSVKRSEQDVKPKPVDATDPAALIAEALKKKFAYRYRSDSQDEVEKGIPK.... Result: 0 (no interaction). (8) The miRNA is mmu-miR-1896 with sequence CUCUCUGAUGGUGGGUGAGGAG. The protein sequence of the target gene is MLSSAHLVPTSVQRAQSWICRSSRSFMDLKALLSSLNDFASLSFAESWDNVGLLVEPSPPHTVNTLFLTNDLTEEVMDEALQKKADFILSYHPPIFRPMKHITWKTWKECLVIRALENRVAVYSPHTAYDAAPQGVNSWLAKGLGTCTTRPIHPSRAPDYPTEGAHRLEFSVNRSQDLDKVMSTLRGVGGVSVTSFPARCDGEEQTRISLNCTQKTLMQVLAFLSQDRQLYQKTEILSLEKPLLLHTGMGRLCTLDESVSLAIMIERIKTHLKLSHLRLALGVGRTLESQVKVVALCAGS.... Result: 0 (no interaction). (9) The miRNA is hsa-miR-106a-5p with sequence AAAAGUGCUUACAGUGCAGGUAG. The protein sequence of the target gene is MPLELELCPGRWVGGKHPCFIIAEIGQNHQGDIDVAKRMIRTAKECGADCAKFQKSELEFKFNRKALERPYTSKHSWGKTYGEHKRHLEFSHDQYKELQSYAQEIGIFFTASGMDEMAVEFLHELNVPFFKVGSGDTNNFPYLEKTAKKGRPMVISSGMQSMDTMKQVYQIVKPLNPNFCFLQCTSAYPLQPEDANLRVISEYQKLFPDIPIGYSGHETGIAISVAAVALGAKVLERHITLDKTWKGSDHSASLEPGELAELVRSVRLVERALGSPTKQLLPCEMACNEKLGKSVVAKVK.... Result: 0 (no interaction).